This data is from Peptide-MHC class II binding affinity with 134,281 pairs from IEDB. The task is: Regression. Given a peptide amino acid sequence and an MHC pseudo amino acid sequence, predict their binding affinity value. This is MHC class II binding data. The peptide sequence is CAWTIVRVEILRNFY. The binding affinity (normalized) is 0.539. The MHC is DRB1_1302 with pseudo-sequence DRB1_1302.